From a dataset of Reaction yield outcomes from USPTO patents with 853,638 reactions. Predict the reaction yield, written as a fraction of the theoretical maximum amount of product (1.0 means a 100% yield; for example, 0.34 means a 34% yield). (1) The reactants are [C:1]([CH2:3]P(=O)(OCC)OCC)#[N:2].CC(C)([O-])C.[K+].[CH2:18]([O:20][CH:21]([O:29][CH2:30][CH3:31])[C:22]1[S:26][CH:25]=[C:24]([CH:27]=O)[CH:23]=1)[CH3:19]. The catalyst is C1COCC1. The product is [CH2:18]([O:20][CH:21]([O:29][CH2:30][CH3:31])[C:22]1[S:26][CH:25]=[C:24](/[CH:27]=[CH:3]/[C:1]#[N:2])[CH:23]=1)[CH3:19]. The yield is 0.849. (2) The product is [Br:1][C:2]1[C:15]2[N:14]3[CH:23]=[CH:24][N:16]=[C:13]3[C:12]3[CH:11]=[CH:10][CH:9]=[CH:8][C:7]=3[C:6]=2[CH:5]=[CH:4][CH:3]=1. The catalyst is CC(O)C. The yield is 0.620. The reactants are [Br:1][C:2]1[C:15]2[C:6](=[C:7]3[C:12](=[C:13]([NH2:16])[N:14]=2)[CH:11]=[CH:10][CH:9]=[CH:8]3)[CH:5]=[CH:4][CH:3]=1.C(=O)(O)[O-].[Na+].Cl[CH2:23][CH:24]=O. (3) The reactants are C([N-]C(C)C)(C)C.[Li+].[CH3:9][C:10]([CH3:15])=[CH:11][C:12](O)=[O:13].[CH3:16][S:17][C:18]1[CH:25]=[CH:24][C:21]([C:22]#[N:23])=[CH:20][CH:19]=1.O. The catalyst is CCCCCCC.C1COCC1.C(C1C=CC=CC=1)C.C1COCC1.C(OCC)(=O)C. The product is [CH3:9][C:10]1[CH:15]=[C:22]([C:21]2[CH:24]=[CH:25][C:18]([S:17][CH3:16])=[CH:19][CH:20]=2)[NH:23][C:12](=[O:13])[CH:11]=1. The yield is 0.430. (4) The reactants are [OH:1][C:2]1[CH:9]=[CH:8][CH:7]=[C:6]([OH:10])[C:3]=1[CH:4]=[O:5].C([O-])([O-])=O.[K+].[K+].Cl.Cl[CH2:19][C:20]1[C:21]([C:26]2[N:30]([CH:31]([CH3:33])[CH3:32])[N:29]=[CH:28][CH:27]=2)=[N:22][CH:23]=[CH:24][CH:25]=1. The catalyst is CN(C=O)C. The product is [OH:1][C:2]1[CH:9]=[CH:8][CH:7]=[C:6]([O:10][CH2:19][C:20]2[C:21]([C:26]3[N:30]([CH:31]([CH3:33])[CH3:32])[N:29]=[CH:28][CH:27]=3)=[N:22][CH:23]=[CH:24][CH:25]=2)[C:3]=1[CH:4]=[O:5]. The yield is 0.880. (5) The reactants are [Cl:1][C:2]1[N:7]=[CH:6][C:5]([NH:8][CH3:9])=[C:4]([C:10]2[CH:15]=[CH:14][CH:13]=[CH:12][C:11]=2[Cl:16])[CH:3]=1.C[Si]([N-][Si](C)(C)C)(C)C.[K+].[F:27][C:28]([F:46])([F:45])[C:29]1[CH:30]=[C:31]([C:39]([CH3:44])([CH3:43])[C:40](Cl)=[O:41])[CH:32]=[C:33]([C:35]([F:38])([F:37])[F:36])[CH:34]=1.C(=O)([O-])O.[Na+]. The catalyst is O1CCCC1. The product is [F:37][C:35]([F:36])([F:38])[C:33]1[CH:32]=[C:31]([C:39]([CH3:44])([CH3:43])[C:40]([N:8]([C:5]2[CH:6]=[N:7][C:2]([Cl:1])=[CH:3][C:4]=2[C:10]2[CH:15]=[CH:14][CH:13]=[CH:12][C:11]=2[Cl:16])[CH3:9])=[O:41])[CH:30]=[C:29]([C:28]([F:27])([F:45])[F:46])[CH:34]=1. The yield is 0.820. (6) The reactants are [ClH:1].[F:2][C:3]1[CH:33]=[CH:32][CH:31]=[CH:30][C:4]=1[O:5][CH2:6][CH2:7][N:8]1[CH2:13][CH2:12][N:11]([C:14](=O)[CH2:15][CH2:16][C:17]2[CH:22]=[C:21]([O:23][CH3:24])[C:20]([O:25][CH3:26])=[C:19]([O:27][CH3:28])[CH:18]=2)[CH2:10][CH2:9]1.[H-].[H-].[H-].[H-].[Li+].[Al+3]. The catalyst is C1COCC1. The product is [ClH:1].[ClH:1].[F:2][C:3]1[CH:33]=[CH:32][CH:31]=[CH:30][C:4]=1[O:5][CH2:6][CH2:7][N:8]1[CH2:13][CH2:12][N:11]([CH2:14][CH2:15][CH2:16][C:17]2[CH:22]=[C:21]([O:23][CH3:24])[C:20]([O:25][CH3:26])=[C:19]([O:27][CH3:28])[CH:18]=2)[CH2:10][CH2:9]1. The yield is 0.870. (7) The yield is 0.950. The catalyst is C1COCC1. The product is [N:1]1([C:6]2[N:11]=[CH:10][N:9]=[C:8]([NH:12][C:13]3[O:14][C@:15]4([CH2:23][N:24]=3)[CH:20]3[CH2:21][CH2:22][N+:17]([O-:30])([CH2:18][CH2:19]3)[CH2:16]4)[CH:7]=2)[CH:5]=[CH:4][N:3]=[CH:2]1. The reactants are [N:1]1([C:6]2[N:11]=[CH:10][N:9]=[C:8]([NH:12][C:13]3[O:14][C@:15]4([CH2:23][N:24]=3)[CH:20]3[CH2:21][CH2:22][N:17]([CH2:18][CH2:19]3)[CH2:16]4)[CH:7]=2)[CH:5]=[CH:4][N:3]=[CH:2]1.ClC1C=C(C=CC=1)C(OO)=[O:30]. (8) The reactants are [CH:1]1([CH:7]([NH:25][C:26]2[CH:34]=[CH:33][C:29]([C:30](O)=[O:31])=[CH:28][CH:27]=2)[C:8]2[CH:12]=[C:11]([C:13]3[CH:18]=[CH:17][C:16]([O:19][C:20]([F:23])([F:22])[F:21])=[CH:15][CH:14]=3)[O:10][C:9]=2[CH3:24])[CH2:6][CH2:5][CH2:4][CH2:3][CH2:2]1.[CH3:35][NH:36][CH2:37][CH2:38][C:39]([O:41]CC)=[O:40]. No catalyst specified. The product is [CH:1]1([CH:7]([NH:25][C:26]2[CH:27]=[CH:28][C:29]([C:30]([N:36]([CH3:35])[CH2:37][CH2:38][C:39]([OH:41])=[O:40])=[O:31])=[CH:33][CH:34]=2)[C:8]2[CH:12]=[C:11]([C:13]3[CH:18]=[CH:17][C:16]([O:19][C:20]([F:22])([F:23])[F:21])=[CH:15][CH:14]=3)[O:10][C:9]=2[CH3:24])[CH2:2][CH2:3][CH2:4][CH2:5][CH2:6]1. The yield is 0.960.